Dataset: Catalyst prediction with 721,799 reactions and 888 catalyst types from USPTO. Task: Predict which catalyst facilitates the given reaction. (1) The catalyst class is: 12. Reactant: Cl[C:2]1[N:7]=[C:6]([CH2:8][CH2:9][C:10]2[CH:15]=[CH:14][CH:13]=[CH:12][C:11]=2[CH:16]([CH3:20])[C:17]([NH2:19])=[O:18])[C:5]([Cl:21])=[CH:4][N:3]=1.[NH2:22][C:23]1[CH:24]=[N:25][N:26]([CH3:28])[CH:27]=1.C1(C)C=CC(S(O)(=O)=O)=CC=1. Product: [Cl:21][C:5]1[C:6]([CH2:8][CH2:9][C:10]2[CH:15]=[CH:14][CH:13]=[CH:12][C:11]=2[CH:16]([CH3:20])[C:17]([NH2:19])=[O:18])=[N:7][C:2]([NH:22][C:23]2[CH:24]=[N:25][N:26]([CH3:28])[CH:27]=2)=[N:3][CH:4]=1. (2) Reactant: [CH3:1][C@@H:2]1[O:6][C:5](=[O:7])[NH:4][CH2:3]1.[K].CC(C)([O-])C.C1(C)C=CC(S(O[CH2:24][CH2:25][Cl:26])(=O)=O)=CC=1. Product: [Cl:26][CH2:25][CH2:24][N:4]1[CH2:3][C@H:2]([CH3:1])[O:6][C:5]1=[O:7]. The catalyst class is: 9. (3) Product: [Br:17][C:9]1[CH:10]=[CH:11][N:6]([CH2:5][CH2:4][CH:1]2[CH2:3][CH2:2]2)[C:7](=[O:15])[C:8]=1[C:13]#[N:14]. Reactant: [CH:1]1([CH2:4][CH2:5][N:6]2[CH:11]=[CH:10][C:9](O)=[C:8]([C:13]#[N:14])[C:7]2=[O:15])[CH2:3][CH2:2]1.O(Br)[Br:17].[P+3]. The catalyst class is: 3.